Predict the product of the given reaction. From a dataset of Forward reaction prediction with 1.9M reactions from USPTO patents (1976-2016). Given the reactants S([O-])(O)=O.[Na+].[CH3:6][CH:7]([CH2:10][CH3:11])[CH:8]=O.[C-:12]#[N:13].[Na+].[CH2:15]([NH2:19])[CH:16]([CH3:18])[CH3:17], predict the reaction product. The product is: [CH3:6][CH:7]([CH2:10][CH3:11])[CH:8]([NH:19][CH2:15][CH:16]([CH3:18])[CH3:17])[C:12]#[N:13].